Dataset: Forward reaction prediction with 1.9M reactions from USPTO patents (1976-2016). Task: Predict the product of the given reaction. (1) Given the reactants [NH:1]1[CH:5]=[CH:4][N:3]=[C:2]1[CH2:6][NH:7][CH2:8][C:9]1[CH:10]=[C:11]2[C:16](=[CH:17][CH:18]=1)[CH2:15][N:14]([CH2:19][CH2:20][CH2:21][CH2:22][N:23]([CH2:27][CH2:28][CH3:29])[CH2:24][CH2:25][CH3:26])[CH2:13][CH2:12]2.[CH3:30][N:31]1[CH:35]=[CH:34][N:33]=[C:32]1[CH:36]=O.C([BH3-])#N.[Na+].C(O)(=O)C, predict the reaction product. The product is: [NH:1]1[CH:5]=[CH:4][N:3]=[C:2]1[CH2:6][N:7]([CH2:8][C:9]1[CH:10]=[C:11]2[C:16](=[CH:17][CH:18]=1)[CH2:15][N:14]([CH2:19][CH2:20][CH2:21][CH2:22][N:23]([CH2:24][CH2:25][CH3:26])[CH2:27][CH2:28][CH3:29])[CH2:13][CH2:12]2)[CH2:36][C:32]1[N:31]([CH3:30])[CH:35]=[CH:34][N:33]=1. (2) Given the reactants [CH2:1]([N:8]1[CH2:13][CH2:12][O:11][CH:10]([C:14]#[N:15])[CH2:9]1)[C:2]1[CH:7]=[CH:6][CH:5]=[CH:4][CH:3]=1.Cl.[NH2:17][OH:18].[OH-].[Na+], predict the reaction product. The product is: [CH2:1]([N:8]1[CH2:13][CH2:12][O:11][CH:10]([C:14](=[N:17][OH:18])[NH2:15])[CH2:9]1)[C:2]1[CH:3]=[CH:4][CH:5]=[CH:6][CH:7]=1. (3) Given the reactants [C@@H:1]1([OH:10])[CH2:8][CH2:7][CH2:6][CH2:5][CH2:4][CH2:3][C@@H:2]1[OH:9], predict the reaction product. The product is: [CH:1](=[O:10])[CH2:8][CH2:7][CH2:6][CH2:5][CH2:4][CH2:3][CH:2]=[O:9].